Dataset: Forward reaction prediction with 1.9M reactions from USPTO patents (1976-2016). Task: Predict the product of the given reaction. (1) Given the reactants C[O:2][C:3](=[O:35])[CH2:4][CH2:5][C:6]1[CH:11]=[CH:10][C:9]([O:12][CH2:13][CH:14]([C:16]2[N:17]=[C:18]([C:22]3[CH:27]=[CH:26][C:25]([C:28]4[CH:33]=[CH:32][CH:31]=[CH:30][N:29]=4)=[CH:24][CH:23]=3)[O:19][C:20]=2[CH3:21])[CH3:15])=[CH:8][C:7]=1[CH3:34].[OH-].[Na+].Cl, predict the reaction product. The product is: [CH3:34][C:7]1[CH:8]=[C:9]([O:12][CH2:13][CH:14]([C:16]2[N:17]=[C:18]([C:22]3[CH:27]=[CH:26][C:25]([C:28]4[CH:33]=[CH:32][CH:31]=[CH:30][N:29]=4)=[CH:24][CH:23]=3)[O:19][C:20]=2[CH3:21])[CH3:15])[CH:10]=[CH:11][C:6]=1[CH2:5][CH2:4][C:3]([OH:35])=[O:2]. (2) Given the reactants [CH2:1]1[C:9]2[C:4](=[CH:5][CH:6]=[CH:7][CH:8]=2)[CH2:3][CH:2]1[OH:10].Cl[C:12]1[N:13]=[C:14]([OH:22])[C:15]2[CH:21]=[CH:20][N:19]=[CH:18][C:16]=2[N:17]=1, predict the reaction product. The product is: [CH2:1]1[C:9]2[C:4](=[CH:5][CH:6]=[CH:7][CH:8]=2)[CH2:3][CH:2]1[O:10][C:12]1[N:13]=[C:14]([OH:22])[C:15]2[CH:21]=[CH:20][N:19]=[CH:18][C:16]=2[N:17]=1. (3) The product is: [CH3:20][N:18]1[CH:19]=[C:15]([N:14]2[C:5]3[C:4]4[CH:3]=[C:2]([C:30]5[CH:29]=[N:28][CH:27]=[C:26]([O:25][CH3:24])[CH:31]=5)[CH:11]=[CH:10][C:9]=4[N:8]=[CH:7][C:6]=3[N:12]([CH3:23])[C:13]2=[O:22])[C:16]([CH3:21])=[N:17]1. Given the reactants Br[C:2]1[CH:11]=[CH:10][C:9]2[N:8]=[CH:7][C:6]3[N:12]([CH3:23])[C:13](=[O:22])[N:14]([C:15]4[C:16]([CH3:21])=[N:17][N:18]([CH3:20])[CH:19]=4)[C:5]=3[C:4]=2[CH:3]=1.[CH3:24][O:25][C:26]1[CH:27]=[N:28][CH:29]=[C:30](B2OC(C)(C)C(C)(C)O2)[CH:31]=1, predict the reaction product. (4) The product is: [CH3:31][O:30][C:25]1[CH:26]=[CH:27][CH:28]=[CH:29][C:24]=1[CH2:23][N:1]1[CH:5]=[CH:4][N:3]=[C:2]1[C@@H:6]([NH:14][C:15](=[O:21])[O:16][C:17]([CH3:18])([CH3:20])[CH3:19])[CH2:7][C:8]1[CH:13]=[CH:12][CH:11]=[CH:10][CH:9]=1. Given the reactants [NH:1]1[CH:5]=[CH:4][N:3]=[C:2]1[C@@H:6]([NH:14][C:15](=[O:21])[O:16][C:17]([CH3:20])([CH3:19])[CH3:18])[CH2:7][C:8]1[CH:13]=[CH:12][CH:11]=[CH:10][CH:9]=1.Br[CH2:23][C:24]1[CH:29]=[CH:28][CH:27]=[CH:26][C:25]=1[O:30][CH3:31].C([O-])([O-])=O.[K+].[K+], predict the reaction product.